This data is from Full USPTO retrosynthesis dataset with 1.9M reactions from patents (1976-2016). The task is: Predict the reactants needed to synthesize the given product. (1) Given the product [CH3:15][NH:14][C:10]1[N:9]=[C:8]([C:7]2[C:2]([O:39][C:36]3[CH:35]=[CH:34][C:33]([CH2:32][C:25]4[C:26]5[C:31](=[CH:30][CH:29]=[CH:28][CH:27]=5)[C:22]([C:16]5[CH:17]=[CH:18][CH:19]=[CH:20][CH:21]=5)=[N:23][N:24]=4)=[CH:38][CH:37]=3)=[N:3][CH:4]=[CH:5][CH:6]=2)[CH:13]=[CH:12][N:11]=1, predict the reactants needed to synthesize it. The reactants are: Cl[C:2]1[C:7]([C:8]2[CH:13]=[CH:12][N:11]=[C:10]([NH:14][CH3:15])[N:9]=2)=[CH:6][CH:5]=[CH:4][N:3]=1.[C:16]1([C:22]2[C:31]3[C:26](=[CH:27][CH:28]=[CH:29][CH:30]=3)[C:25]([CH2:32][C:33]3[CH:38]=[CH:37][C:36]([OH:39])=[CH:35][CH:34]=3)=[N:24][N:23]=2)[CH:21]=[CH:20][CH:19]=[CH:18][CH:17]=1.C(=O)([O-])[O-].[Cs+].[Cs+].CS(C)=O. (2) Given the product [Cl:1][CH2:2][CH2:3][O:4][CH2:5][C:6]1([C:12](=[NH:13])[NH:14][OH:15])[CH2:7][CH2:8][O:9][CH2:10][CH2:11]1, predict the reactants needed to synthesize it. The reactants are: [Cl:1][CH2:2][CH2:3][O:4][CH2:5][C:6]1([C:12]#[N:13])[CH2:11][CH2:10][O:9][CH2:8][CH2:7]1.[NH2:14][OH:15]. (3) Given the product [N+:11]([C:4]1[CH:5]=[C:6]2[C:10](=[C:2]([C:14]3[CH:19]=[CH:18][CH:17]=[CH:16][CH:15]=3)[CH:3]=1)[NH:9][CH:8]=[CH:7]2)([O-:13])=[O:12], predict the reactants needed to synthesize it. The reactants are: I[C:2]1[CH:3]=[C:4]([N+:11]([O-:13])=[O:12])[CH:5]=[C:6]2[C:10]=1[NH:9][CH:8]=[CH:7]2.[C:14]1(B(O)O)[CH:19]=[CH:18][CH:17]=[CH:16][CH:15]=1.P([O-])([O-])([O-])=O.[K+].[K+].[K+].O1CCOCC1.